This data is from Experimentally validated miRNA-target interactions with 360,000+ pairs, plus equal number of negative samples. The task is: Binary Classification. Given a miRNA mature sequence and a target amino acid sequence, predict their likelihood of interaction. The miRNA is hsa-miR-4268 with sequence GGCUCCUCCUCUCAGGAUGUG. The protein sequence of the target gene is MAAGRLLLYTGLSLALCALGMLAVAICSDHWYETDARKHRDRCKAFNTRRVDPGFIYNNNNNLPLRASRSRLDRWEGKLLRARNRRQLFAMSPADECSRQYNSTNMGLWRKCHRQGFDPEIAALIRKGEIERCTYIKYHYSSATIPRNLTFNITKTIRQDEWHALHLRRMTAGFMGMAVAIILFGWIIGVLGCCWDRGLMQYVAGLLFLMGGTFCIISLCTCVAGINFELSRYPRYLYGLPDDISHGYGWSMFCAWGGLGLTLISGFFCTLAPSVQPVPRTNYPKSRPENGTVC. Result: 1 (interaction).